Dataset: Reaction yield outcomes from USPTO patents with 853,638 reactions. Task: Predict the reaction yield, written as a fraction of the theoretical maximum amount of product (1.0 means a 100% yield; for example, 0.34 means a 34% yield). (1) The reactants are Cl.[CH3:2][O:3][C:4]1[C:9]([C:10](Cl)=[O:11])=[C:8]([CH3:13])[N:7]=[C:6]([O:14][CH3:15])[CH:5]=1.[CH3:16][NH2:17]. The product is [CH3:2][O:3][C:4]1[C:9]([C:10]([NH:17][CH3:16])=[O:11])=[C:8]([CH3:13])[N:7]=[C:6]([O:14][CH3:15])[CH:5]=1. The yield is 0.660. The catalyst is ClCCl.C1COCC1.O. (2) The catalyst is O1CCOCC1.C1C=CC(/C=C/C(/C=C/C2C=CC=CC=2)=O)=CC=1.C1C=CC(/C=C/C(/C=C/C2C=CC=CC=2)=O)=CC=1.C1C=CC(/C=C/C(/C=C/C2C=CC=CC=2)=O)=CC=1.[Pd].[Pd]. The product is [Si:1]([O:8][CH:9]([CH2:20][O:21][C:22]1[CH:27]=[CH:26][CH:25]=[C:24]([C:28]2[N:33]=[C:32]3[N:34]([CH:37]([CH3:39])[CH3:38])[N:35]=[CH:36][C:31]3=[C:30]([NH:50][C:48]([NH:47][CH:44]3[CH2:45][CH2:46][O:41][CH2:42][CH2:43]3)=[O:49])[CH:29]=2)[CH:23]=1)[CH2:10][N:11]([CH3:19])[C:12](=[O:18])[O:13][C:14]([CH3:17])([CH3:16])[CH3:15])([C:4]([CH3:7])([CH3:6])[CH3:5])([CH3:3])[CH3:2]. The reactants are [Si:1]([O:8][CH:9]([CH2:20][O:21][C:22]1[CH:27]=[CH:26][CH:25]=[C:24]([C:28]2[N:33]=[C:32]3[N:34]([CH:37]([CH3:39])[CH3:38])[N:35]=[CH:36][C:31]3=[C:30](Cl)[CH:29]=2)[CH:23]=1)[CH2:10][N:11]([CH3:19])[C:12](=[O:18])[O:13][C:14]([CH3:17])([CH3:16])[CH3:15])([C:4]([CH3:7])([CH3:6])[CH3:5])([CH3:3])[CH3:2].[O:41]1[CH2:46][CH2:45][CH:44]([NH:47][C:48]([NH2:50])=[O:49])[CH2:43][CH2:42]1.CC(C1C=C(C(C)C)C(C2C=CC=CC=2P(C2CCCCC2)C2CCCCC2)=C(C(C)C)C=1)C.C([O-])([O-])=O.[Cs+].[Cs+]. The yield is 0.350. (3) The reactants are [H-].[Al+3].[Li+].[H-].[H-].[H-].[CH:7]1([CH2:10][N:11]2[C:15]3[CH:16]=[CH:17][C:18]([S:20]([C:23]([CH3:29])([CH3:28])[C:24](OC)=[O:25])(=[O:22])=[O:21])=[CH:19][C:14]=3[N:13]=[C:12]2[CH2:30][C:31]([CH3:34])([CH3:33])[CH3:32])[CH2:9][CH2:8]1.[F-].[K+].O.O.O.O.O.O.O.O.O.O.S([O-])([O-])(=O)=O.[Na+].[Na+]. The catalyst is O1CCCC1. The product is [CH:7]1([CH2:10][N:11]2[C:15]3[CH:16]=[CH:17][C:18]([S:20]([C:23]([CH3:28])([CH3:29])[CH2:24][OH:25])(=[O:22])=[O:21])=[CH:19][C:14]=3[N:13]=[C:12]2[CH2:30][C:31]([CH3:34])([CH3:33])[CH3:32])[CH2:8][CH2:9]1. The yield is 0.930. (4) The yield is 0.610. The product is [Cl:1][C:2]1[CH:3]=[C:4]([C:8]2[C:12]([C:13]3[CH:18]=[CH:17][N:16]=[C:15]([NH:19][CH2:8][C:4]4[CH:5]=[CH:6][CH:7]=[CH:2][CH:3]=4)[CH:14]=3)=[CH:11][NH:10][N:9]=2)[CH:5]=[CH:6][CH:7]=1. The reactants are [Cl:1][C:2]1[CH:3]=[C:4]([C:8]2[C:12]([C:13]3[CH:18]=[CH:17][NH:16][C:15](=[N:19]N)[CH:14]=3)=[CH:11][NH:10][N:9]=2)[CH:5]=[CH:6][CH:7]=1. The catalyst is C(N)C1C=CC=CC=1.